Dataset: CYP1A2 inhibition data for predicting drug metabolism from PubChem BioAssay. Task: Regression/Classification. Given a drug SMILES string, predict its absorption, distribution, metabolism, or excretion properties. Task type varies by dataset: regression for continuous measurements (e.g., permeability, clearance, half-life) or binary classification for categorical outcomes (e.g., BBB penetration, CYP inhibition). Dataset: cyp1a2_veith. (1) The molecule is CS(=O)(=O)N(CC(=O)Nc1c(F)cccc1F)c1ccc(C23CC4CC(CC(C4)C2)C3)cc1. The result is 0 (non-inhibitor). (2) The compound is COC(=O)[C@@]1(Cc2ccccc2)[C@H]2c3cc(C(=O)N4CCCC4)n(Cc4cc(F)cc5c4OCOC5)c3C[C@H]2CN1C(=O)c1ccccc1. The result is 0 (non-inhibitor).